This data is from Full USPTO retrosynthesis dataset with 1.9M reactions from patents (1976-2016). The task is: Predict the reactants needed to synthesize the given product. Given the product [CH3:16][O:15][N:14]=[C:12]1[CH2:11][C@@H:10]([C:17]2[N:18]=[C:27]([CH3:28])[O:20][N:19]=2)[N:9]([C:7]([C:4]2[CH:3]=[CH:2][C:1]([C:21]3[CH:26]=[CH:25][CH:24]=[CH:23][CH:22]=3)=[CH:6][CH:5]=2)=[O:8])[CH2:13]1, predict the reactants needed to synthesize it. The reactants are: [C:1]1([C:21]2[CH:26]=[CH:25][CH:24]=[CH:23][CH:22]=2)[CH:6]=[CH:5][C:4]([C:7]([N:9]2[CH2:13][C:12](=[N:14][O:15][CH3:16])[CH2:11][C@H:10]2[C:17](=[N:19][OH:20])[NH2:18])=[O:8])=[CH:3][CH:2]=1.[C:27](O)(=O)[CH3:28].